From a dataset of Reaction yield outcomes from USPTO patents with 853,638 reactions. Predict the reaction yield, written as a fraction of the theoretical maximum amount of product (1.0 means a 100% yield; for example, 0.34 means a 34% yield). (1) The reactants are [F:1][C:2]1[CH:7]=[CH:6][C:5]([C:8]2[C:16]3[C:11](=[CH:12][CH:13]=[C:14]([NH:17][C:18](=[O:23])[CH2:19][C:20](=O)[CH3:21])[CH:15]=3)[NH:10][N:9]=2)=[CH:4][CH:3]=1.[NH2:24][C:25]([NH2:27])=[O:26].FC(F)F.[Yb].[F:33][C:34]1[CH:41]=[CH:40][C:37]([CH:38]=O)=[CH:36][CH:35]=1. The catalyst is C(#N)C.O. The product is [F:33][C:34]1[CH:41]=[CH:40][C:37]([CH:38]2[C:19]([C:18]([NH:17][C:14]3[CH:15]=[C:16]4[C:11](=[CH:12][CH:13]=3)[NH:10][N:9]=[C:8]4[C:5]3[CH:6]=[CH:7][C:2]([F:1])=[CH:3][CH:4]=3)=[O:23])=[C:20]([CH3:21])[NH:27][C:25](=[O:26])[NH:24]2)=[CH:36][CH:35]=1. The yield is 0.340. (2) The reactants are [CH3:1][O:2][CH2:3][CH2:4][O:5][C:6]1[CH:11]=[CH:10][N:9]2[C:12]([C:15]([NH:17][C:18]3[CH:26]=[CH:25][CH:24]=[C:23]4[C:19]=3[CH:20]=[N:21][N:22]4[CH2:27][CH:28]3[CH2:33][CH2:32][CH2:31][N:30](C(OC(C)(C)C)=O)[CH2:29]3)=[O:16])=[CH:13][N:14]=[C:8]2[CH:7]=1.[ClH:41]. The catalyst is C(Cl)Cl.O1CCOCC1. The product is [ClH:41].[CH3:1][O:2][CH2:3][CH2:4][O:5][C:6]1[CH:11]=[CH:10][N:9]2[C:12]([C:15]([NH:17][C:18]3[CH:26]=[CH:25][CH:24]=[C:23]4[C:19]=3[CH:20]=[N:21][N:22]4[CH2:27][CH:28]3[CH2:33][CH2:32][CH2:31][NH:30][CH2:29]3)=[O:16])=[CH:13][N:14]=[C:8]2[CH:7]=1. The yield is 0.930. (3) The reactants are [OH-].[Na+].[CH3:3][S:4]([C:7]1[CH:8]=[C:9]([CH:31]=[CH:32][CH:33]=1)[CH2:10][C:11]1[S:12][C:13]2[C:19]([C:20]3[CH:21]=[C:22]([CH:28]=[CH:29][CH:30]=3)[C:23](OCC)=[O:24])=[CH:18][CH:17]=[CH:16][C:14]=2[CH:15]=1)(=[O:6])=[O:5].Cl.[CH3:35][O:36][CH2:37][CH2:38][NH2:39].CCN=C=NCCCN(C)C.C1C=CC2N(O)N=NC=2C=1. The catalyst is O.CN(C=O)C.C(O)C. The product is [CH3:35][O:36][CH2:37][CH2:38][NH:39][C:23](=[O:24])[C:22]1[CH:28]=[CH:29][CH:30]=[C:20]([C:19]2[C:13]3[S:12][C:11]([CH2:10][C:9]4[CH:31]=[CH:32][CH:33]=[C:7]([S:4]([CH3:3])(=[O:5])=[O:6])[CH:8]=4)=[CH:15][C:14]=3[CH:16]=[CH:17][CH:18]=2)[CH:21]=1. The yield is 0.850. (4) The reactants are [CH:1]([C:3]1[CH:18]=[CH:17][C:6]([O:7][C:8]2[CH:16]=[CH:15][C:11]([C:12]([NH2:14])=[O:13])=[CH:10][N:9]=2)=[C:5]([O:19][CH3:20])[CH:4]=1)=O.[CH2:21]([NH2:26])[CH2:22][CH2:23][CH2:24][CH3:25]. No catalyst specified. The product is [CH3:20][O:19][C:5]1[CH:4]=[C:3]([CH2:1][NH:26][CH2:21][CH2:22][CH2:23][CH2:24][CH3:25])[CH:18]=[CH:17][C:6]=1[O:7][C:8]1[CH:16]=[CH:15][C:11]([C:12]([NH2:14])=[O:13])=[CH:10][N:9]=1. The yield is 0.675. (5) The reactants are [C:1]([O:5][C@@H:6]([CH3:19])[C@H:7]([NH:10][C:11]1[C:16]([F:17])=[CH:15][N:14]=[C:13]([F:18])[N:12]=1)[CH2:8][OH:9])([CH3:4])([CH3:3])[CH3:2].Cl[C:21](Cl)([O:23]C(=O)OC(Cl)(Cl)Cl)Cl.CC1C=CC=C(C)N=1.CCOC(C)=O.CCCCCCC. The catalyst is C(Cl)Cl.O. The product is [C:1]([O:5][C@H:6]([C@H:7]1[CH2:8][O:9][C:21](=[O:23])[N:10]1[C:11]1[C:16]([F:17])=[CH:15][N:14]=[C:13]([F:18])[N:12]=1)[CH3:19])([CH3:4])([CH3:2])[CH3:3]. The yield is 0.350.